Dataset: Catalyst prediction with 721,799 reactions and 888 catalyst types from USPTO. Task: Predict which catalyst facilitates the given reaction. (1) Reactant: [Cl:1][C:2]1[CH:3]=[C:4]([C:8]2[CH:9]=[C:10]3[C:14](=[CH:15][CH:16]=2)[N:13]=[CH:12][C:11]23[CH2:21][CH2:20][CH2:19][CH2:18][CH:17]2N[OH:23])[CH:5]=[CH:6][CH:7]=1.O.[NH2:25]N. Product: [OH-:23].[NH4+:13].[Cl:1][C:2]1[CH:3]=[C:4]([C:8]2[CH:9]=[C:10]3[C:14](=[CH:15][CH:16]=2)[N:13]=[C:12]([NH2:25])[C:11]23[CH2:21][CH2:20][CH2:19][CH2:18][CH2:17]2)[CH:5]=[CH:6][CH:7]=1. The catalyst class is: 171. (2) Reactant: [NH2:1][CH2:2][CH2:3][NH:4][CH2:5][C@@H:6]1[C@H:9]([NH:10][C:11](=[O:38])/[C:12](=[N:26]\[O:27][C:28]([CH3:37])([CH3:36])[C:29]([O:31][C:32]([CH3:35])([CH3:34])[CH3:33])=[O:30])/[C:13]2[N:14]=[C:15]([NH:18][C:19]([O:21][C:22]([CH3:25])([CH3:24])[CH3:23])=[O:20])[S:16][CH:17]=2)[C:8](=[O:39])[NH:7]1.[C:40]([O:44][C:45](=[O:50])[NH:46][CH2:47][CH:48]=O)([CH3:43])([CH3:42])[CH3:41].C(O[BH-](OC(=O)C)OC(=O)C)(=O)C.[Na+]. Product: [C:22]([O:21][C:19]([NH:18][C:15]1[S:16][CH:17]=[C:13](/[C:12](=[N:26]/[O:27][C:28]([CH3:37])([CH3:36])[C:29]([O:31][C:32]([CH3:35])([CH3:34])[CH3:33])=[O:30])/[C:11]([NH:10][C@@H:9]2[C:8](=[O:39])[NH:7][C@@H:6]2[CH2:5][NH:4][CH2:3][CH2:2][NH:1][CH2:48][CH2:47][NH:46][C:45](=[O:50])[O:44][C:40]([CH3:43])([CH3:42])[CH3:41])=[O:38])[N:14]=1)=[O:20])([CH3:25])([CH3:24])[CH3:23]. The catalyst class is: 26. (3) Reactant: C(OC[C@@H:6]1[CH2:9][CH2:8][C@H:7]1[C@H:10](N1C2C=CC=CC=2N=N1)O)(=O)C.[Cl:21][C:22]1[CH:23]=[C:24]2[C:29](=[CH:30][CH:31]=1)[C@@:28]1([CH2:37][O:36][C:35]3[CH:38]=[CH:39][C:40]([C:42]([O:44][CH3:45])=[O:43])=[CH:41][C:34]=3[NH:33][CH2:32]1)[CH2:27][CH2:26][CH2:25]2.C([BH3-])#N.[Na+].[OH-].[Na+].[CH3:52][C:53]([OH:55])=[O:54]. Product: [C:53]([O:55][C@@H:6]1[CH2:9][CH2:8][C@H:7]1[CH2:10][N:33]1[CH2:32][C@:28]2([C:29]3[C:24](=[CH:23][C:22]([Cl:21])=[CH:31][CH:30]=3)[CH2:25][CH2:26][CH2:27]2)[CH2:37][O:36][C:35]2[CH:38]=[CH:39][C:40]([C:42]([O:44][CH3:45])=[O:43])=[CH:41][C:34]1=2)(=[O:54])[CH3:52]. The catalyst class is: 2. (4) The catalyst class is: 6. Product: [Cl:1][C:2]1[C:3]([O:12][C:13]2[CH:18]=[C:17]([O:19][CH:39]([CH3:41])[CH3:40])[CH:16]=[CH:15][C:14]=2/[CH:20]=[C:21](\[CH3:27])/[C:22]([O:24][CH2:25][CH3:26])=[O:23])=[N:4][CH:5]=[C:6]([C:8]([F:9])([F:11])[F:10])[CH:7]=1. Reactant: [Cl:1][C:2]1[C:3]([O:12][C:13]2[CH:18]=[C:17]([OH:19])[CH:16]=[CH:15][C:14]=2/[CH:20]=[C:21](\[CH3:27])/[C:22]([O:24][CH2:25][CH3:26])=[O:23])=[N:4][CH:5]=[C:6]([C:8]([F:11])([F:10])[F:9])[CH:7]=1.CN(C)C=O.C(=O)([O-])[O-].[K+].[K+].[CH:39](I)([CH3:41])[CH3:40]. (5) Reactant: Cl.[Br:2][C:3]1[CH:8]=[CH:7][C:6]([NH:9]N)=[CH:5][CH:4]=1.[C:11]([C:15]1[CH:20]=[CH:19][CH:18]=[CH:17][CH:16]=1)(=O)[CH2:12][CH3:13]. Product: [Br:2][C:3]1[CH:8]=[C:7]2[C:6](=[CH:5][CH:4]=1)[NH:9][C:11]([C:15]1[CH:20]=[CH:19][CH:18]=[CH:17][CH:16]=1)=[C:12]2[CH3:13]. The catalyst class is: 15. (6) Product: [F:25][C:19]1[CH:20]=[C:21]([I:24])[CH:22]=[CH:23][C:18]=1[NH:17][C:16]1[C:12]2[CH:13]=[N:14][S:15][C:11]=2[CH:10]=[CH:9][C:8]=1[C:6]([OH:7])=[O:5]. The catalyst class is: 2. Reactant: C([O:5][C:6]([C:8]1[CH:9]=[CH:10][C:11]2[S:15][N:14]=[CH:13][C:12]=2[C:16]=1[NH:17][C:18]1[CH:23]=[CH:22][C:21]([I:24])=[CH:20][C:19]=1[F:25])=[O:7])(C)(C)C.O.C(O)(C(F)(F)F)=O.